The task is: Predict the product of the given reaction.. This data is from Forward reaction prediction with 1.9M reactions from USPTO patents (1976-2016). (1) Given the reactants [CH3:1][S:2]([NH:5][CH2:6][C:7]1[CH:12]=[CH:11][C:10]([CH:13]([CH3:17])[C:14]([OH:16])=O)=[CH:9][CH:8]=1)(=[O:4])=[O:3].[CH3:18][CH:19]1[CH2:24][CH2:23][N:22]([C:25]2[C:30]([CH2:31][NH2:32])=[CH:29][CH:28]=[C:27]([C:33]([F:36])([F:35])[F:34])[N:26]=2)[CH2:21][CH2:20]1.ON1C2C=CC=CC=2N=N1.C(N=C=NCCCN(C)C)C.C(N(CC)CC)C, predict the reaction product. The product is: [CH3:18][CH:19]1[CH2:20][CH2:21][N:22]([C:25]2[C:30]([CH2:31][NH:32][C:14](=[O:16])[CH:13]([C:10]3[CH:9]=[CH:8][C:7]([CH2:6][NH:5][S:2]([CH3:1])(=[O:3])=[O:4])=[CH:12][CH:11]=3)[CH3:17])=[CH:29][CH:28]=[C:27]([C:33]([F:36])([F:34])[F:35])[N:26]=2)[CH2:23][CH2:24]1. (2) Given the reactants C[O:2][C:3]([C:5]1[CH:6]=[C:7]2[C:20](=[CH:21][CH:22]=1)[C:19]1[C:10](=[C:11]3[C:16](=[CH:17][CH:18]=1)[CH:15]=[C:14]([O:23]C)[CH:13]=[CH:12]3)[CH:9]([C:25]1[CH:30]=[CH:29][C:28]([O:31][CH2:32][CH2:33][N:34]3[CH2:39][CH2:38][CH2:37][CH2:36][CH2:35]3)=[CH:27][CH:26]=1)[O:8]2)=[O:4].[OH-].[Na+], predict the reaction product. The product is: [NH4+:34].[OH:23][C:14]1[CH:13]=[CH:12][C:11]2[C:16](=[CH:17][CH:18]=[C:19]3[C:10]=2[CH:9]([C:25]2[CH:26]=[CH:27][C:28]([O:31][CH2:32][CH2:33][N:34]4[CH2:39][CH2:38][CH2:37][CH2:36][CH2:35]4)=[CH:29][CH:30]=2)[O:8][C:7]2[C:20]3=[CH:21][CH:22]=[C:5]([C:3]([O-:4])=[O:2])[CH:6]=2)[CH:15]=1.